Dataset: Reaction yield outcomes from USPTO patents with 853,638 reactions. Task: Predict the reaction yield, written as a fraction of the theoretical maximum amount of product (1.0 means a 100% yield; for example, 0.34 means a 34% yield). (1) The reactants are C([O-])([O-])=O.[K+].[K+].[N+]([C:10]1[CH:11]=[C:12]([C:18]#[N:19])[C:13](=[CH:16][CH:17]=1)[C:14]#[N:15])([O-])=O.Cl. The catalyst is ClC1C=CC(C(C2C=CC(Cl)=CC=2)=O)=CC=1.C1(C)C=CC=CC=1.CS(C)=O. The product is [C:18](#[N:19])[C:12]1[C:13](=[CH:16][CH:17]=[CH:10][CH:11]=1)[C:14]#[N:15]. The yield is 0.950. (2) The reactants are [CH3:1][O:2][CH2:3][CH2:4][N:5]1[C:13]2[C:8](=[C:9]([C:14]([F:17])([F:16])[F:15])[CH:10]=[CH:11][CH:12]=2)[C:7]([C:18]([OH:20])=O)=[CH:6]1.[F:21][C:22]1([F:30])[CH2:27][CH2:26][CH:25]([CH2:28][NH2:29])[CH2:24][CH2:23]1.C1C=CC2N(O)N=NC=2C=1.CCN=C=NCCCN(C)C.CCN(CC)CC. The catalyst is CN(C=O)C.CCOC(C)=O. The product is [F:21][C:22]1([F:30])[CH2:27][CH2:26][CH:25]([CH2:28][NH:29][C:18]([C:7]2[C:8]3[C:13](=[CH:12][CH:11]=[CH:10][C:9]=3[C:14]([F:17])([F:16])[F:15])[N:5]([CH2:4][CH2:3][O:2][CH3:1])[CH:6]=2)=[O:20])[CH2:24][CH2:23]1. The yield is 0.200. (3) The reactants are [CH3:1][N:2]1[CH2:7][C:6](=[O:8])[C:5]2[NH:9][CH:10]=[CH:11][C:4]=2[S:3]1(=[O:13])=[O:12].Cl[CH2:15][CH2:16][CH2:17][N:18]1[CH2:23][CH2:22][N:21]([C:24]2[CH:29]=[CH:28][C:27]([F:30])=[CH:26][CH:25]=2)[CH2:20][CH2:19]1.C(=O)([O-])[O-].[K+].[K+]. The catalyst is CC(=O)CC. The product is [F:30][C:27]1[CH:26]=[CH:25][C:24]([N:21]2[CH2:20][CH2:19][N:18]([CH2:17][CH2:16][CH2:15][N:9]3[C:5]4[C:6](=[O:8])[CH2:7][N:2]([CH3:1])[S:3](=[O:13])(=[O:12])[C:4]=4[CH:11]=[CH:10]3)[CH2:23][CH2:22]2)=[CH:29][CH:28]=1. The yield is 0.800. (4) The reactants are [NH:1]1[C:9]2[C:4](=[CH:5][C:6]([C:10]([OH:12])=O)=[CH:7][CH:8]=2)[CH:3]=[CH:2]1.CC[N:15]=C=NCCCN(C)C.[CH2:24]([CH:31]1[CH2:36][CH2:35][NH:34][CH2:33][CH2:32]1)[C:25]1[CH:30]=[CH:29][CH:28]=[CH:27][CH:26]=1.O. The catalyst is CN(C=O)C.CN(C1C=CN=CC=1)C. The product is [CH2:24]([CH:31]1[CH2:36][CH2:35][N:34]([C:2]2[NH:1][C:9]3[C:4]([CH:3]=2)=[CH:5][C:6]([C:10]([NH2:15])=[O:12])=[CH:7][CH:8]=3)[CH2:33][CH2:32]1)[C:25]1[CH:30]=[CH:29][CH:28]=[CH:27][CH:26]=1. The yield is 0.500.